Task: Predict the reactants needed to synthesize the given product.. Dataset: Full USPTO retrosynthesis dataset with 1.9M reactions from patents (1976-2016) (1) The reactants are: [NH2:1][C@:2]1([C:11]([O:13]C)=[O:12])[CH2:4][C@@H:3]1[C:5]1[CH:10]=[CH:9][CH:8]=[CH:7][CH:6]=1.[ClH:15]. Given the product [ClH:15].[NH2:1][C@:2]1([C:11]([OH:13])=[O:12])[CH2:4][C@@H:3]1[C:5]1[CH:10]=[CH:9][CH:8]=[CH:7][CH:6]=1, predict the reactants needed to synthesize it. (2) Given the product [CH3:1][O:2][C:3](=[O:34])[CH2:4][C:5]1[CH:6]=[CH:7][C:8]([C:11]#[C:12][C:13]2[CH:22]=[C:21]([CH:37]=[CH2:38])[C:20]3[C:19](=[O:31])[CH2:18][CH2:17][C:16]([CH3:32])([CH3:33])[C:15]=3[CH:14]=2)=[CH:9][CH:10]=1, predict the reactants needed to synthesize it. The reactants are: [CH3:1][O:2][C:3](=[O:34])[CH2:4][C:5]1[CH:10]=[CH:9][C:8]([C:11]#[C:12][C:13]2[CH:22]=[C:21](OS(C(F)(F)F)(=O)=O)[C:20]3[C:19](=[O:31])[CH2:18][CH2:17][C:16]([CH3:33])([CH3:32])[C:15]=3[CH:14]=2)=[CH:7][CH:6]=1.[Cl-].[Li+].[CH2:37]([Sn](CCCC)(CCCC)C=C)[CH2:38]CC. (3) Given the product [NH2:96][C:94]1[N:93]=[CH:92][N:91]=[C:90]2[N:89]([CH:21]([C:23]3[O:24][C:25](=[O:45])[C:26]4[C:31]([C:32]=3[C:33]3[S:34][C:35]([CH2:38][N:39]5[CH2:40][CH2:41][N:42]([CH3:46])[CH2:43][CH2:44]5)=[CH:36][CH:37]=3)=[CH:30][CH:29]=[CH:28][CH:27]=4)[CH3:22])[N:88]=[C:87]([C:82]3[CH:81]=[C:80]([O:79][CH3:72])[CH:85]=[C:84]([F:86])[CH:83]=3)[C:95]=12, predict the reactants needed to synthesize it. The reactants are: Cl.Cl.NC1N=CN=C2N([CH:21]([C:23]3[O:24][C:25](=[O:45])[C:26]4[C:31]([C:32]=3[C:33]3[S:34][C:35]([CH2:38][N:39]5[CH2:44][CH2:43][NH:42][CH2:41][CH2:40]5)=[CH:36][CH:37]=3)=[CH:30][CH:29]=[CH:28][CH:27]=4)[CH3:22])N=C(C3C=C(O)C=C(F)C=3)C=12.[CH3:46]N(C)CC=CC1C=C(C2C3C(=CC=CC=3)C(=O)OC=2C(O)C)C=CC=1.[CH2:72]([O:79][C:80]1[CH:81]=[C:82]([C:87]2[C:95]3[C:90](=[N:91][CH:92]=[N:93][C:94]=3[NH2:96])[NH:89][N:88]=2)[CH:83]=[C:84]([F:86])[CH:85]=1)C1C=CC=CC=1. (4) Given the product [Cl:1][C:2]1[CH:3]=[N+:4]([O-:12])[CH:5]=[CH:6][C:7]=1[C:8]([F:9])([F:11])[F:10], predict the reactants needed to synthesize it. The reactants are: [Cl:1][C:2]1[CH:3]=[N:4][CH:5]=[CH:6][C:7]=1[C:8]([F:11])([F:10])[F:9].[OH:12]O. (5) Given the product [C:21]([O:19][CH2:1][CH2:2][CH2:3][CH2:4][CH2:5][CH2:6][CH2:7][CH2:8][CH2:9][CH2:10][CH2:11][CH2:12][CH2:13][CH2:14][CH2:15][CH2:16][CH2:17][CH3:18])(=[O:22])[C:20]1[C:26](=[CH:27][CH:28]=[CH:29][CH:30]=1)[NH2:25], predict the reactants needed to synthesize it. The reactants are: [CH2:1]([OH:19])[CH2:2][CH2:3][CH2:4][CH2:5][CH2:6][CH2:7][CH2:8][CH2:9][CH2:10][CH2:11][CH2:12][CH2:13][CH2:14][CH2:15][CH2:16][CH2:17][CH3:18].[C:20]12[C:26](=[CH:27][CH:28]=[CH:29][CH:30]=1)[NH:25]C(=O)O[C:21]2=[O:22].N12CCN(CC1)CC2.CN(C)C=O. (6) Given the product [CH2:1]([O:3][C:4](=[O:28])[CH:5]([O:24][CH:25]([CH3:27])[CH3:26])[CH2:6][C:7]1[CH:12]=[C:11]([CH2:13][NH:14][C:15]([O:17][C:18]([CH3:21])([CH3:20])[CH3:19])=[O:16])[C:10]([O:22][CH3:31])=[C:9]([Br:23])[CH:8]=1)[CH3:2], predict the reactants needed to synthesize it. The reactants are: [CH2:1]([O:3][C:4](=[O:28])[CH:5]([O:24][CH:25]([CH3:27])[CH3:26])[CH2:6][C:7]1[CH:12]=[C:11]([CH2:13][NH:14][C:15]([O:17][C:18]([CH3:21])([CH3:20])[CH3:19])=[O:16])[C:10]([OH:22])=[C:9]([Br:23])[CH:8]=1)[CH3:2].IC.[C:31](=O)([O-])[O-].[K+].[K+].